Predict the reaction yield, written as a fraction of the theoretical maximum amount of product (1.0 means a 100% yield; for example, 0.34 means a 34% yield). From a dataset of Reaction yield outcomes from USPTO patents with 853,638 reactions. (1) The reactants are [Cl:1][C:2]1[C:16]([F:17])=[CH:15][CH:14]=[C:13]([Cl:18])[C:3]=1[CH2:4][O:5][C:6]1[C:7]([NH2:12])=[N:8][CH:9]=[CH:10][CH:11]=1.C1C(=O)N([Br:26])C(=O)C1. The catalyst is C(#N)C. The product is [Br:26][C:10]1[CH:11]=[C:6]([O:5][CH2:4][C:3]2[C:13]([Cl:18])=[CH:14][CH:15]=[C:16]([F:17])[C:2]=2[Cl:1])[C:7]([NH2:12])=[N:8][CH:9]=1. The yield is 0.510. (2) The catalyst is CN(C)C=O.O. The product is [CH2:26]([O:21][C:13]1[CH:12]=[C:11]([NH:10][CH:9]=[C:5]2[C:4](=[O:22])[O:3][C:2]([CH3:23])([CH3:1])[O:7][C:6]2=[O:8])[CH:20]=[CH:19][C:14]=1[C:15]([O:17][CH3:18])=[O:16])[C:27]1[CH:32]=[CH:31][CH:30]=[CH:29][CH:28]=1. The reactants are [CH3:1][C:2]1([CH3:23])[O:7][C:6](=[O:8])[C:5](=[CH:9][NH:10][C:11]2[CH:20]=[CH:19][C:14]([C:15]([O:17][CH3:18])=[O:16])=[C:13]([OH:21])[CH:12]=2)[C:4](=[O:22])[O:3]1.[H-].[Na+].[CH2:26](Br)[C:27]1[CH:32]=[CH:31][CH:30]=[CH:29][CH:28]=1. The yield is 0.865.